This data is from Forward reaction prediction with 1.9M reactions from USPTO patents (1976-2016). The task is: Predict the product of the given reaction. (1) Given the reactants [CH2:1]([O:3][C:4](=[O:9])[CH2:5][C:6]([CH3:8])=[O:7])[CH3:2].[H-].[Na+].Cl[CH2:13][C:14]([C:16]1[CH:21]=[CH:20][C:19]([Cl:22])=[CH:18][C:17]=1[Cl:23])=[O:15], predict the reaction product. The product is: [C:6]([CH:5]([CH2:13][C:14]([C:16]1[CH:21]=[CH:20][C:19]([Cl:22])=[CH:18][C:17]=1[Cl:23])=[O:15])[C:4]([O:3][CH2:1][CH3:2])=[O:9])(=[O:7])[CH3:8]. (2) Given the reactants [C:1]([CH2:3][CH2:4][N:5]([C:10]1[C:15]([CH3:16])=[CH:14][CH:13]=[CH:12][C:11]=1[NH:17][C:18]1[C:23]([F:24])=[CH:22][N:21]=[C:20]([NH:25][C:26]2[CH:31]=[C:30]([O:32][CH3:33])[C:29]([O:34][CH3:35])=[C:28]([O:36][CH3:37])[CH:27]=2)[N:19]=1)[S:6]([CH3:9])(=[O:8])=[O:7])#[N:2].C(O)(C(F)(F)F)=[O:39], predict the reaction product. The product is: [F:24][C:23]1[C:18]([NH:17][C:11]2[CH:12]=[CH:13][CH:14]=[C:15]([CH3:16])[C:10]=2[N:5]([CH2:4][CH2:3][C:1]([NH2:2])=[O:39])[S:6]([CH3:9])(=[O:7])=[O:8])=[N:19][C:20]([NH:25][C:26]2[CH:27]=[C:28]([O:36][CH3:37])[C:29]([O:34][CH3:35])=[C:30]([O:32][CH3:33])[CH:31]=2)=[N:21][CH:22]=1. (3) Given the reactants Cl[C:2]1[C:3]2[C:4](=[CH:19][N:20](CC3C=CC(OC)=CC=3)[N:21]=2)[N:5]=[C:6]([C:8]2[CH:18]=[CH:17][C:11]3[O:12][CH2:13][C:14](=[O:16])[NH:15][C:10]=3[CH:9]=2)[N:7]=1.[NH2:31][C:32]1[CH:37]=[CH:36][C:35]([N:38]2[CH2:43][CH2:42][N:41]([C:44](=[O:46])[CH3:45])[CH2:40][CH2:39]2)=[CH:34][CH:33]=1.Cl, predict the reaction product. The product is: [C:44]([N:41]1[CH2:40][CH2:39][N:38]([C:35]2[CH:36]=[CH:37][C:32]([NH:31][C:2]3[C:3]4[NH:21][N:20]=[CH:19][C:4]=4[N:5]=[C:6]([C:8]4[CH:18]=[CH:17][C:11]5[O:12][CH2:13][C:14](=[O:16])[NH:15][C:10]=5[CH:9]=4)[N:7]=3)=[CH:33][CH:34]=2)[CH2:43][CH2:42]1)(=[O:46])[CH3:45]. (4) Given the reactants [CH2:1]([OH:6])[C:2]([F:5])([F:4])[F:3].CC(C)([O-])C.[K+].F[C:14]1[CH:21]=[C:20]([O:22][CH:23]([C:26]2[S:30][C:29]([C:31]3[CH:36]=[CH:35][C:34]([C:37]([F:40])([F:39])[F:38])=[CH:33][CH:32]=3)=[N:28][C:27]=2[CH3:41])[CH2:24][CH3:25])[C:19]([F:42])=[CH:18][C:15]=1[C:16]#[N:17].O, predict the reaction product. The product is: [F:42][C:19]1[C:20]([O:22][CH:23]([C:26]2[S:30][C:29]([C:31]3[CH:32]=[CH:33][C:34]([C:37]([F:40])([F:38])[F:39])=[CH:35][CH:36]=3)=[N:28][C:27]=2[CH3:41])[CH2:24][CH3:25])=[CH:21][C:14]([O:6][CH2:1][C:2]([F:5])([F:4])[F:3])=[C:15]([CH:18]=1)[C:16]#[N:17]. (5) Given the reactants S(Cl)([Cl:3])=O.[NH2:5][CH:6]([CH2:10][C:11]1[CH:16]=[C:15]([C:17]([F:20])([F:19])[F:18])[CH:14]=[C:13]([C:21]([F:24])([F:23])[F:22])[CH:12]=1)[C:7]([OH:9])=[O:8].[CH3:25]O, predict the reaction product. The product is: [ClH:3].[CH3:25][O:8][C:7](=[O:9])[CH:6]([NH2:5])[CH2:10][C:11]1[CH:12]=[C:13]([C:21]([F:22])([F:23])[F:24])[CH:14]=[C:15]([C:17]([F:20])([F:19])[F:18])[CH:16]=1. (6) Given the reactants OC1C=CC(C(=C2CCOCC2)C2C=CC(/[CH:15]=[CH:16]/[C:17]([O:19][C:20](C)(C)[CH3:21])=[O:18])=CC=2)=CC=1.Br[C:31]1[CH:36]=[CH:35][C:34]([C:37](=[C:45]2[CH2:50][C:49]([CH3:52])([CH3:51])[O:48][C:47]([CH3:54])([CH3:53])[CH2:46]2)[C:38]2[CH:43]=[CH:42][C:41]([OH:44])=[CH:40][CH:39]=2)=[CH:33][CH:32]=1.C(OCC)(=O)C=C.CC1C=CC=CC=1P(C1C=CC=CC=1C)C1C=CC=CC=1C.CCN(CC)CC, predict the reaction product. The product is: [OH:44][C:41]1[CH:42]=[CH:43][C:38]([C:37](=[C:45]2[CH2:46][C:47]([CH3:53])([CH3:54])[O:48][C:49]([CH3:51])([CH3:52])[CH2:50]2)[C:34]2[CH:33]=[CH:32][C:31](/[CH:15]=[CH:16]/[C:17]([O:19][CH2:20][CH3:21])=[O:18])=[CH:36][CH:35]=2)=[CH:39][CH:40]=1.